From a dataset of Retrosynthesis with 50K atom-mapped reactions and 10 reaction types from USPTO. Predict the reactants needed to synthesize the given product. (1) Given the product Cc1cc(C(=O)O)cc(C)c1C=O, predict the reactants needed to synthesize it. The reactants are: CN(C)C=O.Cc1cc(C(=O)O)cc(C)c1Br. (2) Given the product COc1ncc2cc(C(=O)Nc3cc(C(=O)NC(c4ccccc4)C(F)(F)CN)ccc3Cl)c(=O)[nH]c2n1, predict the reactants needed to synthesize it. The reactants are: COc1ncc2cc(C(=O)Nc3cc(C(=O)NC(c4ccccc4)C(F)(F)CNC(=O)OC(C)(C)C)ccc3Cl)c(=O)[nH]c2n1. (3) Given the product COc1ccc(Cn2ncc3c(Oc4ccc(NC(=S)NC(=O)Cc5ccccc5)cc4F)ccnc32)cc1, predict the reactants needed to synthesize it. The reactants are: COc1ccc(Cn2ncc3c(Oc4ccc(N)cc4F)ccnc32)cc1.O=C(Cc1ccccc1)N=C=S. (4) Given the product CC(C)(O)COc1nc(N2CCOCC2)ccc1NC(=O)c1coc2c1C(=O)NCC2, predict the reactants needed to synthesize it. The reactants are: CC(C)(COc1nc(N2CCOCC2)ccc1NC(=O)c1coc2c1C(=O)NCC2)OCc1ccccc1. (5) Given the product CC(C)(C)OC(=O)c1ccc(-c2ccccc2)cc1NC(=O)c1ccc(-c2ccccc2)nc1, predict the reactants needed to synthesize it. The reactants are: CC(C)(C)OC(=O)c1ccc(-c2ccccc2)cc1N.O=C(O)c1ccc(-c2ccccc2)nc1. (6) The reactants are: CS(=O)(=O)Cl.Cc1ccc(C(NC(=O)Cc2ccc3oc(C(N)c4c(C)noc4C)cc3c2)c2ccccc2)c(C)c1. Given the product Cc1ccc(C(NC(=O)Cc2ccc3oc(C(NS(C)(=O)=O)c4c(C)noc4C)cc3c2)c2ccccc2)c(C)c1, predict the reactants needed to synthesize it. (7) Given the product Nc1ncc(C(=O)NCCO)c2scc(COc3ccc(Br)cc3)c12, predict the reactants needed to synthesize it. The reactants are: CCOC(=O)c1cnc(N)c2c(COc3ccc(Br)cc3)csc12.NCCO.